Dataset: Catalyst prediction with 721,799 reactions and 888 catalyst types from USPTO. Task: Predict which catalyst facilitates the given reaction. (1) Reactant: [Br:1][CH2:2][C:3]1[CH:12]=[C:11]2[C:6]([CH2:7][CH:8]([CH2:13][CH2:14][CH2:15][CH2:16][CH3:17])[CH2:9][O:10]2)=[CH:5][C:4]=1[F:18].[C:19]1([P:25]([C:32]2[CH:37]=[CH:36][CH:35]=[CH:34][CH:33]=2)[C:26]2[CH:31]=[CH:30][CH:29]=[CH:28][CH:27]=2)[CH:24]=[CH:23][CH:22]=[CH:21][CH:20]=1. Product: [Br-:1].[F:18][C:4]1[CH:5]=[C:6]2[C:11](=[CH:12][C:3]=1[CH2:2][P+:25]([C:26]1[CH:27]=[CH:28][CH:29]=[CH:30][CH:31]=1)([C:32]1[CH:37]=[CH:36][CH:35]=[CH:34][CH:33]=1)[C:19]1[CH:20]=[CH:21][CH:22]=[CH:23][CH:24]=1)[O:10][CH2:9][CH:8]([CH2:13][CH2:14][CH2:15][CH2:16][CH3:17])[CH2:7]2. The catalyst class is: 10. (2) The catalyst class is: 2. Product: [Br:25][C:6]1[C:5]2[C:9](=[CH:10][C:2]([F:1])=[CH:3][CH:4]=2)[N:8]([C:11]([O:13][C:14]([CH3:17])([CH3:16])[CH3:15])=[O:12])[CH:7]=1. Reactant: [F:1][C:2]1[CH:10]=[C:9]2[C:5]([CH:6]=[CH:7][N:8]2[C:11]([O:13][C:14]([CH3:17])([CH3:16])[CH3:15])=[O:12])=[CH:4][CH:3]=1.C1C(=O)N([Br:25])C(=O)C1. (3) Reactant: [NH2:1][C:2]1[N:6]([CH3:7])[C:5](=[O:8])[C:4]([C:15]2[CH:16]=[C:17]([C:21]3[CH:26]=[CH:25][CH:24]=[CH:23][CH:22]=3)[CH:18]=[CH:19][CH:20]=2)([CH:9]2[CH2:14][CH2:13][NH:12][CH2:11][CH2:10]2)[N:3]=1.[NH4+].[Cl-].[S:29]1[CH:33]=[CH:32][CH:31]=[C:30]1[C:34](O)=[O:35].Cl.C(N=C=N)C. Product: [NH2:1][C:2]1[N:6]([CH3:7])[C:5](=[O:8])[C:4]([C:15]2[CH:16]=[C:17]([C:21]3[CH:26]=[CH:25][CH:24]=[CH:23][CH:22]=3)[CH:18]=[CH:19][CH:20]=2)([CH:9]2[CH2:14][CH2:13][N:12]([C:34]([C:30]3[S:29][CH:33]=[CH:32][CH:31]=3)=[O:35])[CH2:11][CH2:10]2)[N:3]=1. The catalyst class is: 254. (4) Reactant: Cl.[NH2:2][C@@H:3]([CH2:7][C:8]1[CH:13]=[CH:12][C:11]([O:14][C:15]([F:18])([F:17])[F:16])=[CH:10][CH:9]=1)[C:4]([OH:6])=[O:5].[CH2:19]([O:26][C:27](Cl)=[O:28])[C:20]1[CH:25]=[CH:24][CH:23]=[CH:22][CH:21]=1.O.Cl. Product: [CH2:19]([O:26][C:27]([NH:2][C@@H:3]([CH2:7][C:8]1[CH:9]=[CH:10][C:11]([O:14][C:15]([F:16])([F:17])[F:18])=[CH:12][CH:13]=1)[C:4]([OH:6])=[O:5])=[O:28])[C:20]1[CH:25]=[CH:24][CH:23]=[CH:22][CH:21]=1. The catalyst class is: 74. (5) Reactant: [CH3:1][O:2][C:3]([C:5]1[CH:14]=[CH:13][C:12]2[C:7](=[CH:8][CH:9]=[C:10]([O:50][CH3:51])[C:11]=2[CH2:15][N:16]2[C:22](=[O:23])[C@@H:21]([NH:24][C:25]([O:27][C:28]([CH3:31])([CH3:30])[CH3:29])=[O:26])[CH2:20][N:19]([CH2:32][CH2:33][CH2:34][NH:35]C(OCC3C=CC=CC=3)=O)[C:18]3[CH:46]=[CH:47][CH:48]=[CH:49][C:17]2=3)[CH:6]=1)=[O:4]. Product: [CH3:1][O:2][C:3]([C:5]1[CH:14]=[CH:13][C:12]2[C:7](=[CH:8][CH:9]=[C:10]([O:50][CH3:51])[C:11]=2[CH2:15][N:16]2[C:22](=[O:23])[C@@H:21]([NH:24][C:25]([O:27][C:28]([CH3:30])([CH3:31])[CH3:29])=[O:26])[CH2:20][N:19]([CH2:32][CH2:33][CH2:34][NH2:35])[C:18]3[CH:46]=[CH:47][CH:48]=[CH:49][C:17]2=3)[CH:6]=1)=[O:4]. The catalyst class is: 19. (6) Reactant: [F:1][C:2]1[CH:3]=[C:4]([CH:7]=[CH:8][C:9]=1[O:10][CH3:11])[CH:5]=[O:6].[CH2:12](O)[CH2:13][OH:14].O. Product: [F:1][C:2]1[CH:3]=[C:4]([CH:5]2[O:14][CH2:13][CH2:12][O:6]2)[CH:7]=[CH:8][C:9]=1[O:10][CH3:11]. The catalyst class is: 11. (7) Reactant: [Cl:1][C:2]1[C:10]2[C:5](=[N:6][CH:7]=[CH:8][C:9]=2I)[N:4]([C:12]2[CH:17]=[CH:16][C:15]([F:18])=[CH:14][CH:13]=2)[N:3]=1.C([O-])(=O)C.[K+].C[C:25]1(C)C(C)(C)[O:28][B:27]([B:27]2[O:28]C(C)(C)[C:25](C)(C)[O:26]2)[O:26]1.C(Cl)Cl. Product: [Cl:1][C:2]1[C:10]2[C:5](=[N:6][CH:7]=[CH:8][C:9]=2[B:27]([OH:28])[O:26][CH3:25])[N:4]([C:12]2[CH:17]=[CH:16][C:15]([F:18])=[CH:14][CH:13]=2)[N:3]=1. The catalyst class is: 16. (8) Reactant: [Cl:1][C:2]1[C:11]2[C:6](=[CH:7][CH:8]=[CH:9][CH:10]=2)[C:5]([OH:12])=[C:4]([C:13]([OH:15])=O)[N:3]=1.F[P-](F)(F)(F)(F)F.N1([O+]=C(N(C)C)N(C)C)C2C=CC=CC=2N=N1.[CH3:40][O:41][CH2:42][CH2:43][NH2:44].C(N(C(C)C)C(C)C)C. Product: [CH3:40][O:41][CH2:42][CH2:43][NH:44][C:13]([C:4]1[N:3]=[C:2]([Cl:1])[C:11]2[C:6]([C:5]=1[OH:12])=[CH:7][CH:8]=[CH:9][CH:10]=2)=[O:15]. The catalyst class is: 4. (9) Reactant: [Cl:1][C:2]1[CH:3]=[CH:4][C:5]([O:25]CC2C=CC=CC=2)=[C:6]([CH2:8][N:9]2[CH:13]=[CH:12][C:11]([C:14]([NH:16][C:17]3[C:22]([F:23])=[CH:21][CH:20]=[CH:19][C:18]=3[F:24])=[O:15])=[N:10]2)[CH:7]=1. Product: [Cl:1][C:2]1[CH:3]=[CH:4][C:5]([OH:25])=[C:6]([CH2:8][N:9]2[CH:13]=[CH:12][C:11]([C:14]([NH:16][C:17]3[C:18]([F:24])=[CH:19][CH:20]=[CH:21][C:22]=3[F:23])=[O:15])=[N:10]2)[CH:7]=1. The catalyst class is: 78. (10) Reactant: F[C:2]1[C:11]2[C:6](=[CH:7][CH:8]=[CH:9][CH:10]=2)[C:5]([C:12]#[N:13])=[CH:4][CH:3]=1.[S-2:14].[Na+:15].[Na+]. Product: [C:12]([C:5]1[C:6]2[C:11](=[CH:10][CH:9]=[CH:8][CH:7]=2)[C:2]([S-:14])=[CH:3][CH:4]=1)#[N:13].[Na+:15]. The catalyst class is: 3.